This data is from NCI-60 drug combinations with 297,098 pairs across 59 cell lines. The task is: Regression. Given two drug SMILES strings and cell line genomic features, predict the synergy score measuring deviation from expected non-interaction effect. Drug 1: CC1C(C(CC(O1)OC2CC(CC3=C2C(=C4C(=C3O)C(=O)C5=C(C4=O)C(=CC=C5)OC)O)(C(=O)CO)O)N)O.Cl. Drug 2: CCC1(CC2CC(C3=C(CCN(C2)C1)C4=CC=CC=C4N3)(C5=C(C=C6C(=C5)C78CCN9C7C(C=CC9)(C(C(C8N6C)(C(=O)OC)O)OC(=O)C)CC)OC)C(=O)OC)O.OS(=O)(=O)O. Cell line: SK-MEL-5. Synergy scores: CSS=51.2, Synergy_ZIP=4.47, Synergy_Bliss=4.46, Synergy_Loewe=-1.68, Synergy_HSA=-1.30.